Dataset: Full USPTO retrosynthesis dataset with 1.9M reactions from patents (1976-2016). Task: Predict the reactants needed to synthesize the given product. Given the product [NH2:20][C:19]1[N:14]([C:10]2[C:9]([F:32])=[CH:8][C:7]([CH2:6][CH2:5][OH:4])=[CH:12][C:11]=2[F:13])[C:15](=[O:31])[CH:16]=[CH:17][C:18]=1[C:21](=[O:30])[C:22]1[CH:27]=[CH:26][C:25]([F:28])=[CH:24][C:23]=1[F:29], predict the reactants needed to synthesize it. The reactants are: C([O:4][CH2:5][CH2:6][C:7]1[CH:12]=[C:11]([F:13])[C:10]([N:14]2[C:19]([NH2:20])=[C:18]([C:21](=[O:30])[C:22]3[CH:27]=[CH:26][C:25]([F:28])=[CH:24][C:23]=3[F:29])[CH:17]=[CH:16][C:15]2=[O:31])=[C:9]([F:32])[CH:8]=1)(=O)C.